Dataset: Full USPTO retrosynthesis dataset with 1.9M reactions from patents (1976-2016). Task: Predict the reactants needed to synthesize the given product. (1) Given the product [OH:8][CH2:9][C:10]1[CH:11]=[C:12]2[C:16](=[CH:17][CH:18]=1)[NH:15][CH:14]=[C:13]2[C:19](=[O:28])[CH:20]([NH:34][C:33]1[CH:35]=[CH:36][CH:37]=[C:31]([O:30][CH3:29])[CH:32]=1)[C:21]1[CH:22]=[CH:23][CH:24]=[CH:25][CH:26]=1, predict the reactants needed to synthesize it. The reactants are: [Si]([O:8][CH2:9][C:10]1[CH:11]=[C:12]2[C:16](=[CH:17][CH:18]=1)[NH:15][CH:14]=[C:13]2[C:19](=[O:28])[CH:20](Cl)[C:21]1[CH:26]=[CH:25][CH:24]=[CH:23][CH:22]=1)(C(C)(C)C)(C)C.[CH3:29][O:30][C:31]1[CH:32]=[C:33]([CH:35]=[CH:36][CH:37]=1)[NH2:34]. (2) Given the product [Cl:28][C:11]1[CH:10]=[C:9]([NH:8][C:6](=[O:7])[CH2:5][OH:4])[CH:14]=[CH:13][C:12]=1[CH2:15][CH:16]1[CH2:20][CH2:19][N:18]([CH:21]2[CH2:26][CH2:25][CH2:24][CH2:23][CH2:22]2)[C:17]1=[O:27], predict the reactants needed to synthesize it. The reactants are: C([O:4][CH2:5][C:6]([NH:8][C:9]1[CH:14]=[CH:13][C:12]([CH2:15][CH:16]2[CH2:20][CH2:19][N:18]([CH:21]3[CH2:26][CH2:25][CH2:24][CH2:23][CH2:22]3)[C:17]2=[O:27])=[C:11]([Cl:28])[CH:10]=1)=[O:7])(=O)C.[OH-].[K+].Cl. (3) Given the product [Cl:16][C:17]1[CH:18]=[C:19]([C:20]([N:9]2[CH2:8][CH2:7][C:6]3[C:11](=[CH:12][C:13]([O:14][CH3:15])=[C:4]([O:3][CH3:2])[CH:5]=3)[CH2:10]2)=[O:21])[CH:23]=[CH:24][N:25]=1, predict the reactants needed to synthesize it. The reactants are: Cl.[CH3:2][O:3][C:4]1[CH:5]=[C:6]2[C:11](=[CH:12][C:13]=1[O:14][CH3:15])[CH2:10][NH:9][CH2:8][CH2:7]2.[Cl:16][C:17]1[CH:18]=[C:19]([CH:23]=[CH:24][N:25]=1)[C:20](O)=[O:21].CCN(CC)CC.F[P-](F)(F)(F)(F)F.N1(O[P+](N(C)C)(N(C)C)N(C)C)C2C=CC=CC=2N=N1. (4) Given the product [Cl:3][C:4]1[N:9]=[C:8]([Cl:10])[C:7]([CH2:11][I:1])=[CH:6][N:5]=1, predict the reactants needed to synthesize it. The reactants are: [I-:1].[Na+].[Cl:3][C:4]1[N:9]=[C:8]([Cl:10])[C:7]([CH2:11]Cl)=[CH:6][N:5]=1.